Dataset: Catalyst prediction with 721,799 reactions and 888 catalyst types from USPTO. Task: Predict which catalyst facilitates the given reaction. (1) Reactant: [F:1][C:2]1[CH:9]=[C:8]([N:10]2[CH2:15][CH2:14][NH:13][CH2:12][CH2:11]2)[CH:7]=[CH:6][C:3]=1[C:4]#[N:5].C(N(CC)CC)C.[C:23](Cl)(=[O:26])[CH:24]=[CH2:25].C([O-])([O-])=O.[Na+].[Na+]. Product: [C:23]([N:13]1[CH2:12][CH2:11][N:10]([C:8]2[CH:7]=[CH:6][C:3]([C:4]#[N:5])=[C:2]([F:1])[CH:9]=2)[CH2:15][CH2:14]1)(=[O:26])[CH:24]=[CH2:25]. The catalyst class is: 2. (2) Product: [CH3:34][N:35]1[CH:39]=[CH:38][C:37]([NH:40][C:2]2[N:7]=[C:6]3[N:8]([CH2:11][C:12]4[CH:13]=[C:14]5[C:19](=[CH:20][CH:21]=4)[N:18]=[CH:17][CH:16]=[CH:15]5)[N:9]=[N:10][C:5]3=[N:4][CH:3]=2)=[N:36]1. Reactant: Br[C:2]1[N:7]=[C:6]2[N:8]([CH2:11][C:12]3[CH:13]=[C:14]4[C:19](=[CH:20][CH:21]=3)[N:18]=[CH:17][CH:16]=[CH:15]4)[N:9]=[N:10][C:5]2=[N:4][CH:3]=1.N1C2C(=CC(CN)=CC=2)C=CC=1.[CH3:34][N:35]1[CH:39]=[CH:38][C:37]([NH2:40])=[N:36]1.C([O-])([O-])=O.[Cs+].[Cs+].CC1(C)C2C(=C(P(C3C=CC=CC=3)C3C=CC=CC=3)C=CC=2)OC2C(P(C3C=CC=CC=3)C3C=CC=CC=3)=CC=CC1=2.N#N. The catalyst class is: 488. (3) Reactant: [CH:1]12[CH2:6][CH:5]1[CH2:4][N:3]([C:7]1[S:8][CH:9]=[C:10](Br)[N:11]=1)[CH2:2]2.C(O)C.[F:16][C:17]1[CH:22]=[C:21]([F:23])[CH:20]=[CH:19][C:18]=1B(O)O.C(=O)([O-])[O-].[K+].[K+]. Product: [CH:1]12[CH2:6][CH:5]1[CH2:4][N:3]([C:7]1[S:8][CH:9]=[C:10]([C:20]3[CH:19]=[CH:18][C:17]([F:16])=[CH:22][C:21]=3[F:23])[N:11]=1)[CH2:2]2. The catalyst class is: 109.